From a dataset of Forward reaction prediction with 1.9M reactions from USPTO patents (1976-2016). Predict the product of the given reaction. (1) The product is: [CH3:22][C:16]1[CH:17]=[CH:18][CH:19]=[C:20]([CH3:21])[C:15]=1[CH2:14][O:13][C:4]1[C:5]2[N:6]([C:8]([CH3:12])=[C:9]([CH3:11])[N:10]=2)[CH:7]=[C:2]([C:25]2[CH:24]=[N:23][CH:28]=[CH:27][CH:26]=2)[CH:3]=1. Given the reactants Br[C:2]1[CH:3]=[C:4]([O:13][CH2:14][C:15]2[C:20]([CH3:21])=[CH:19][CH:18]=[CH:17][C:16]=2[CH3:22])[C:5]2[N:6]([C:8]([CH3:12])=[C:9]([CH3:11])[N:10]=2)[CH:7]=1.[N:23]1[CH:28]=[CH:27][CH:26]=[C:25](B(O)O)[CH:24]=1.C(=O)([O-])[O-].[Na+].[Na+], predict the reaction product. (2) The product is: [C:20]([O:19][C:17]([NH:2][CH:3]([C:7]1[CH:12]=[CH:11][C:10]([Cl:13])=[C:9]([F:14])[CH:8]=1)[C:4]([OH:6])=[O:5])=[O:18])([CH3:23])([CH3:22])[CH3:21]. Given the reactants Cl.[NH2:2][CH:3]([C:7]1[CH:12]=[CH:11][C:10]([Cl:13])=[C:9]([F:14])[CH:8]=1)[C:4]([OH:6])=[O:5].[OH-].[Na+].[C:17](O[C:17]([O:19][C:20]([CH3:23])([CH3:22])[CH3:21])=[O:18])([O:19][C:20]([CH3:23])([CH3:22])[CH3:21])=[O:18].C(=O)(O)[O-].[Na+], predict the reaction product. (3) Given the reactants [OH:1][N:2]1[C:6](=[O:7])[CH2:5][CH2:4][C:3]1=[O:8].C(N=C=NC(C)C)(C)C.[CH3:18][C@H:19]([C:32]([OH:34])=[O:33])[C:20]1[CH:21]=[CH:22][C:23]2[CH:24]=[C:25]([O:30][CH3:31])[CH:26]=[CH:27][C:28]=2[CH:29]=1, predict the reaction product. The product is: [CH3:18][C@H:19]([C:32]([OH:34])=[O:33])[C:20]1[CH:21]=[CH:22][C:23]2[CH:24]=[C:25]([O:30][CH3:31])[CH:26]=[CH:27][C:28]=2[CH:29]=1.[OH:1][N:2]1[C:6](=[O:7])[CH2:5][CH2:4][C:3]1=[O:8]. (4) Given the reactants [CH2:1]([C:3]1[N:4]=[CH:5][NH:6][C:7]=1[CH2:8][OH:9])[CH3:2], predict the reaction product. The product is: [CH2:1]([C:3]1[N:4]=[CH:5][NH:6][C:7]=1[CH:8]=[O:9])[CH3:2]. (5) Given the reactants [NH:1]1[CH2:5][CH2:4][CH2:3][C@H:2]1[C:6]([O:8][C:9]([CH3:12])([CH3:11])[CH3:10])=[O:7].[CH3:13][S:14](Cl)(=[O:16])=[O:15], predict the reaction product. The product is: [CH3:13][S:14]([N:1]1[CH2:5][CH2:4][CH2:3][C@H:2]1[C:6]([O:8][C:9]([CH3:12])([CH3:11])[CH3:10])=[O:7])(=[O:16])=[O:15].